Dataset: Full USPTO retrosynthesis dataset with 1.9M reactions from patents (1976-2016). Task: Predict the reactants needed to synthesize the given product. (1) Given the product [ClH:33].[Cl:33][C:5]1[C:6]([NH:9][C@H:10]2[CH2:14][CH2:13][CH2:12][C@@H:11]2[NH2:15])=[N:7][CH:8]=[C:3]([C:2]([F:24])([F:23])[F:1])[N:4]=1, predict the reactants needed to synthesize it. The reactants are: [F:1][C:2]([F:24])([F:23])[C:3]1[N:4]=[CH:5][C:6]([NH:9][C@H:10]2[CH2:14][CH2:13][CH2:12][C@@H:11]2[NH:15]C(=O)OC(C)(C)C)=[N:7][CH:8]=1.BrN1C(=O)CCC1=O.[ClH:33].O1CCOCC1. (2) The reactants are: [F:1][C:2]1([F:10])[CH2:5][C:4]([CH3:9])([C:6](O)=[O:7])[CH2:3]1.[H-].[H-].[H-].[H-].[Li+].[Al+3]. Given the product [F:1][C:2]1([F:10])[CH2:5][C:4]([CH2:6][OH:7])([CH3:9])[CH2:3]1, predict the reactants needed to synthesize it. (3) Given the product [F:1][C:2]([F:25])([F:26])[C:3]1[CH:20]=[C:19]([C:21]([F:24])([F:23])[F:22])[CH:18]=[CH:17][C:4]=1[CH2:5][O:6][C:7]1[CH:14]=[CH:13][C:10](/[CH:11]=[C:31]2/[C:30](=[O:32])[NH:29][C:28](=[O:33])[S:27]/2)=[CH:9][C:8]=1[O:15][CH3:16], predict the reactants needed to synthesize it. The reactants are: [F:1][C:2]([F:26])([F:25])[C:3]1[CH:20]=[C:19]([C:21]([F:24])([F:23])[F:22])[CH:18]=[CH:17][C:4]=1[CH2:5][O:6][C:7]1[CH:14]=[CH:13][C:10]([CH:11]=O)=[CH:9][C:8]=1[O:15][CH3:16].[S:27]1[CH2:31][C:30](=[O:32])[NH:29][C:28]1=[O:33].N1CCCCC1. (4) Given the product [CH:1]1([C@H:7]([NH:12][C:13]([C:15]2[CH:20]=[CH:19][C:18]([F:21])=[CH:17][C:16]=2[NH:22][C:23]([NH:25][C:26]2[C:31]([CH3:32])=[CH:30][C:29]([CH2:33][CH2:34][CH3:35])=[CH:28][C:27]=2[CH3:36])=[O:24])=[O:14])[C:8]([O:10][CH3:11])=[O:9])[CH2:6][CH2:5][CH2:4][CH2:3][CH2:2]1, predict the reactants needed to synthesize it. The reactants are: [CH:1]1([C@H:7]([NH:12][C:13]([C:15]2[CH:20]=[CH:19][C:18]([F:21])=[CH:17][C:16]=2[NH:22][C:23]([NH:25][C:26]2[C:31]([CH3:32])=[CH:30][C:29]([CH2:33][CH:34]=[CH2:35])=[CH:28][C:27]=2[CH3:36])=[O:24])=[O:14])[C:8]([O:10][CH3:11])=[O:9])[CH2:6][CH2:5][CH2:4][CH2:3][CH2:2]1.[H][H]. (5) Given the product [Cl:1][C:2]1[CH:7]=[C:6]([CH:5]=[C:4]([Cl:10])[C:3]=1[N:11]1[CH:28]=[C:14]2[C:15]([NH:20][C:21]3[CH:26]=[C:25]([CH3:27])[N:24]=[CH:23][N:22]=3)=[N:16][CH:17]=[C:18]([F:19])[C:13]2=[N:12]1)[CH:8]=[O:30], predict the reactants needed to synthesize it. The reactants are: [Cl:1][C:2]1[CH:7]=[C:6]([CH:8]=C)[CH:5]=[C:4]([Cl:10])[C:3]=1[N:11]1[CH:28]=[C:14]2[C:15]([NH:20][C:21]3[CH:26]=[C:25]([CH3:27])[N:24]=[CH:23][N:22]=3)=[N:16][CH:17]=[C:18]([F:19])[C:13]2=[N:12]1.I([O-])(=O)(=O)=[O:30].[Na+]. (6) Given the product [CH3:1][N:2]1[C:11]2[C:6](=[CH:7][C:8]([C:18]([F:19])([F:21])[F:20])=[C:9]([C:12]3[CH:13]=[N:14][N:15]([CH3:17])[CH:16]=3)[CH:10]=2)[N:5]([C:22]2[C:26]3[CH2:27][NH:28][CH2:29][CH2:30][C:25]=3[N:24]([CH:38]3[CH2:43][CH2:42][O:41][CH2:40][CH2:39]3)[N:23]=2)[CH2:4][CH2:3]1, predict the reactants needed to synthesize it. The reactants are: [CH3:1][N:2]1[C:11]2[C:6](=[CH:7][C:8]([C:18]([F:21])([F:20])[F:19])=[C:9]([C:12]3[CH:13]=[N:14][N:15]([CH3:17])[CH:16]=3)[CH:10]=2)[N:5]([C:22]2[C:26]3[CH2:27][N:28](C(OC(C)(C)C)=O)[CH2:29][CH2:30][C:25]=3[N:24]([CH:38]3[CH2:43][CH2:42][O:41][CH2:40][CH2:39]3)[N:23]=2)[CH2:4][CH2:3]1.FC(F)(F)C(O)=O. (7) The reactants are: Br[C:2]1[CH:3]=[C:4]([CH:14]=[CH:15][CH:16]=1)[CH2:5][CH:6]1[CH2:11][O:10][C:9]([CH3:13])([CH3:12])[O:8][CH2:7]1.C(=O)=O.CC(C)=O.CN(C)CCN(C)C.C([Li])CCC.C(P(CCCC)CCCC)CCC.I[CH2:51][C:52]1[N:53]=[C:54]([C:58]2[CH:63]=[CH:62][CH:61]=[CH:60][CH:59]=2)[O:55][C:56]=1[CH3:57]. Given the product [CH3:12][C:9]1([CH3:13])[O:10][CH2:11][CH:6]([CH2:5][C:4]2[CH:14]=[CH:15][CH:16]=[C:2]([CH2:51][C:52]3[N:53]=[C:54]([C:58]4[CH:63]=[CH:62][CH:61]=[CH:60][CH:59]=4)[O:55][C:56]=3[CH3:57])[CH:3]=2)[CH2:7][O:8]1, predict the reactants needed to synthesize it. (8) Given the product [CH2:1]([O:8][C:9]1[C:10](=[O:18])[CH:11]=[C:12]([CH:15]([F:16])[F:17])[N:21]([CH2:19][CH3:20])[CH:14]=1)[C:2]1[CH:3]=[CH:4][CH:5]=[CH:6][CH:7]=1, predict the reactants needed to synthesize it. The reactants are: [CH2:1]([O:8][C:9]1[C:10](=[O:18])[CH:11]=[C:12]([CH:15]([F:17])[F:16])O[CH:14]=1)[C:2]1[CH:7]=[CH:6][CH:5]=[CH:4][CH:3]=1.[CH2:19]([NH2:21])[CH3:20].